This data is from Peptide-MHC class II binding affinity with 134,281 pairs from IEDB. The task is: Regression. Given a peptide amino acid sequence and an MHC pseudo amino acid sequence, predict their binding affinity value. This is MHC class II binding data. (1) The peptide sequence is GPGSTGLNITGVTCG. The MHC is DRB3_0101 with pseudo-sequence DRB3_0101. The binding affinity (normalized) is 0. (2) The peptide sequence is KLFEFNRNAIKTLQN. The MHC is DRB1_1302 with pseudo-sequence DRB1_1302. The binding affinity (normalized) is 0.123. (3) The peptide sequence is GTVVMQVKVSKGAPC. The MHC is HLA-DQA10201-DQB10402 with pseudo-sequence HLA-DQA10201-DQB10402. The binding affinity (normalized) is 0.523. (4) The peptide sequence is PFTVRYTTEGGTKGE. The MHC is HLA-DQA10102-DQB10602 with pseudo-sequence HLA-DQA10102-DQB10602. The binding affinity (normalized) is 0.186. (5) The peptide sequence is APTGATTAAAGGYKV. The MHC is HLA-DPA10201-DPB10501 with pseudo-sequence HLA-DPA10201-DPB10501. The binding affinity (normalized) is 0. (6) The peptide sequence is IEGITLLNAKFFHMN. The MHC is HLA-DQA10501-DQB10201 with pseudo-sequence HLA-DQA10501-DQB10201. The binding affinity (normalized) is 0.180. (7) The peptide sequence is MYFNLIDTKCYKL. The MHC is DRB5_0101 with pseudo-sequence DRB5_0101. The binding affinity (normalized) is 0.787. (8) The peptide sequence is YILLKKILSSRFNQM. The MHC is DRB5_0101 with pseudo-sequence DRB5_0101. The binding affinity (normalized) is 0.592.